Predict the product of the given reaction. From a dataset of Forward reaction prediction with 1.9M reactions from USPTO patents (1976-2016). Given the reactants [OH-:1].[K+].C(N[C:7]1[C:8]([N+:18]([O-:20])=[O:19])=[C:9]([C:13]([Cl:17])=[CH:14][C:15]=1[Cl:16])[C:10]([OH:12])=[O:11])(=O)C, predict the reaction product. The product is: [Cl:16][C:15]1[CH:14]=[C:13]([Cl:17])[C:9]([C:10]([OH:12])=[O:11])=[C:8]([N+:18]([O-:20])=[O:19])[C:7]=1[OH:1].